Dataset: Reaction yield outcomes from USPTO patents with 853,638 reactions. Task: Predict the reaction yield, written as a fraction of the theoretical maximum amount of product (1.0 means a 100% yield; for example, 0.34 means a 34% yield). (1) The reactants are [CH3:1][O:2][C:3](=[O:29])[CH:4]([C:12]1[N:16]2[CH:17]=[C:18]([CH3:21])[CH:19]=[CH:20][C:15]2=[N:14][C:13]=1[C:22]1[CH:27]=[CH:26][C:25]([CH3:28])=[CH:24][CH:23]=1)[CH2:5][CH2:6][CH:7]1OCC[O:8]1.Cl. The catalyst is CC(C)=O. The product is [CH3:1][O:2][C:3](=[O:29])[CH:4]([C:12]1[N:16]2[CH:17]=[C:18]([CH3:21])[CH:19]=[CH:20][C:15]2=[N:14][C:13]=1[C:22]1[CH:27]=[CH:26][C:25]([CH3:28])=[CH:24][CH:23]=1)[CH2:5][CH2:6][CH:7]=[O:8]. The yield is 0.750. (2) The catalyst is C1COCC1.CCOCC.[Zn].[Cl-].[Cl-].[CH-]1C=CC=C1.[CH-]1C=CC=C1.[Ti+2]. The product is [F:19][C:13]([F:20])([C:6]1([OH:11])[CH2:7][CH2:8][CH2:9][CH2:10][O:5]1)[C:14]([O:16][CH2:17][CH3:18])=[O:15]. The yield is 0.325. The reactants are BrCCBr.[O:5]1[CH2:10][CH2:9][CH2:8][CH2:7][C:6]1=[O:11].Br[C:13]([F:20])([F:19])[C:14]([O:16][CH2:17][CH3:18])=[O:15]. (3) The reactants are [OH-].[Na+].[F:3][C:4]1[CH:5]=[C:6]([N:11]2[CH2:15][CH2:14][CH2:13][C@@H:12]2[C:16]2[CH:17]=[C:18]([C:33]([O:35]C)=[O:34])[CH:19]=[C:20]3[C:25]=2[O:24][C:23]([N:26]2[CH2:31][CH2:30][O:29][CH2:28][CH2:27]2)=[CH:22][C:21]3=[O:32])[CH:7]=[C:8]([F:10])[CH:9]=1.Cl. The catalyst is CO.C(Cl)Cl. The product is [F:3][C:4]1[CH:5]=[C:6]([N:11]2[CH2:15][CH2:14][CH2:13][C@@H:12]2[C:16]2[CH:17]=[C:18]([C:33]([OH:35])=[O:34])[CH:19]=[C:20]3[C:25]=2[O:24][C:23]([N:26]2[CH2:27][CH2:28][O:29][CH2:30][CH2:31]2)=[CH:22][C:21]3=[O:32])[CH:7]=[C:8]([F:10])[CH:9]=1. The yield is 0.830. (4) The reactants are [NH:1]1[CH:5]=[C:4]([C:6]2[C:7]3[CH:14]=[CH:13][N:12]([CH2:15][O:16][CH2:17][CH2:18][Si:19]([CH3:22])([CH3:21])[CH3:20])[C:8]=3[N:9]=[CH:10][N:11]=2)[CH:3]=[N:2]1.[C:23]([CH:25]=[C:26]1[CH2:29][N:28]([C:30]([O:32][C:33]([CH3:36])([CH3:35])[CH3:34])=[O:31])[CH2:27]1)#[N:24].N12CCCN=C1CCCCC2. The catalyst is C(#N)C. The product is [C:23]([CH2:25][C:26]1([N:1]2[CH:5]=[C:4]([C:6]3[C:7]4[CH:14]=[CH:13][N:12]([CH2:15][O:16][CH2:17][CH2:18][Si:19]([CH3:22])([CH3:21])[CH3:20])[C:8]=4[N:9]=[CH:10][N:11]=3)[CH:3]=[N:2]2)[CH2:29][N:28]([C:30]([O:32][C:33]([CH3:36])([CH3:35])[CH3:34])=[O:31])[CH2:27]1)#[N:24]. The yield is 0.720. (5) The reactants are [NH2:1][C:2]1[CH:10]=[CH:9][C:8]([Br:11])=[CH:7][C:3]=1[C:4]([OH:6])=[O:5].[C:12](Cl)(=[O:21])[CH2:13][CH2:14][C:15]1[CH:20]=[CH:19][CH:18]=[CH:17][CH:16]=1. The catalyst is CCOCC. The product is [Br:11][C:8]1[CH:9]=[CH:10][C:2]([NH:1][C:12](=[O:21])[CH2:13][CH2:14][C:15]2[CH:20]=[CH:19][CH:18]=[CH:17][CH:16]=2)=[C:3]([CH:7]=1)[C:4]([OH:6])=[O:5]. The yield is 0.890. (6) The reactants are C[C:2]1[CH:3]=[C:4]([CH:7]=[C:8]([CH3:11])[C:9]=1[OH:10])[C:5]#[N:6].[ClH:12].O1CCOC[CH2:14]1.[NH:19]1[CH2:23][CH2:22][CH2:21][CH2:20]1. The catalyst is C(O)C. The product is [ClH:12].[CH3:11][C:8]1[C:7]([CH3:14])=[C:4]([C:5](=[NH:6])[N:19]2[CH2:23][CH2:22][CH2:21][CH2:20]2)[CH:3]=[CH:2][C:9]=1[OH:10]. The yield is 0.320. (7) The reactants are [O-]CC.[Ca+2].[O-]CC.[CH2:8]1[O:12][CH:9]1[CH2:10][CH3:11].[I:13][C:14]1[CH:19]=[C:18]([I:20])[CH:17]=[CH:16][C:15]=1[OH:21].Cl. The product is [I:13][C:14]1[CH:19]=[C:18]([I:20])[CH:17]=[CH:16][C:15]=1[O:21][CH2:8][CH:9]([OH:12])[CH2:10][CH3:11]. No catalyst specified. The yield is 0.670. (8) The reactants are C([O:3][C:4](=[O:40])[CH:5]([CH:27]1[CH2:32][CH2:31][N:30]([C:33]([O:35][C:36]([CH3:39])([CH3:38])[CH3:37])=[O:34])[CH2:29][CH2:28]1)[S:6][C:7]1[CH:8]=[N:9][C:10]([NH:20][C:21]2[S:22][CH:23]=[C:24]([CH3:26])[N:25]=2)=[C:11]([O:13][C:14]2[CH:19]=[CH:18][CH:17]=[CH:16][CH:15]=2)[CH:12]=1)C.[OH-].[Na+]. No catalyst specified. The product is [C:36]([O:35][C:33]([N:30]1[CH2:29][CH2:28][CH:27]([CH:5]([S:6][C:7]2[CH:8]=[N:9][C:10]([NH:20][C:21]3[S:22][CH:23]=[C:24]([CH3:26])[N:25]=3)=[C:11]([O:13][C:14]3[CH:19]=[CH:18][CH:17]=[CH:16][CH:15]=3)[CH:12]=2)[C:4]([OH:40])=[O:3])[CH2:32][CH2:31]1)=[O:34])([CH3:39])([CH3:38])[CH3:37]. The yield is 0.986. (9) The reactants are [C:1]([C:3]1[CH:4]=[N:5][CH:6]=[C:7]([O:9][CH3:10])[CH:8]=1)#[CH:2].[F:11][C:12]1[CH:20]=[CH:19][C:18](I)=[CH:17][C:13]=1[C:14]([NH2:16])=[O:15].C(N(CC)CC)C. The catalyst is C1(C=CC=CC=1)[P](C1C=CC=CC=1)(C1C=CC=CC=1)[Pd][P](C1C=CC=CC=1)(C1C=CC=CC=1)C1C=CC=CC=1.[Cu]I. The product is [F:11][C:12]1[CH:20]=[CH:19][C:18]([C:2]#[C:1][C:3]2[CH:4]=[N:5][CH:6]=[C:7]([O:9][CH3:10])[CH:8]=2)=[CH:17][C:13]=1[C:14]([NH2:16])=[O:15]. The yield is 0.680.